Dataset: Catalyst prediction with 721,799 reactions and 888 catalyst types from USPTO. Task: Predict which catalyst facilitates the given reaction. Reactant: O1CCOCC1.[CH2:7]([O:9][CH:10]1[CH2:15][CH2:14][C:13](OS(C(F)(F)F)(=O)=O)=[CH:12][CH2:11]1)[CH3:8].[CH3:24][N:25]1[CH2:33][C:32]2[C:27](=[C:28]([N+:43]([O-:45])=[O:44])[CH:29]=[CH:30][C:31]=2B2OC(C)(C)C(C)(C)O2)[C:26]1=[O:46].C(=O)([O-])[O-].[Cs+].[Cs+]. Product: [CH2:7]([O:9][CH:10]1[CH2:15][CH2:14][C:13]([C:31]2[CH:30]=[CH:29][C:28]([N+:43]([O-:45])=[O:44])=[C:27]3[C:32]=2[CH2:33][N:25]([CH3:24])[C:26]3=[O:46])=[CH:12][CH2:11]1)[CH3:8]. The catalyst class is: 6.